Predict which catalyst facilitates the given reaction. From a dataset of Catalyst prediction with 721,799 reactions and 888 catalyst types from USPTO. (1) Reactant: [NH2:1][C:2]1[N:7]=[C:6]([C:8]([OH:10])=O)[CH:5]=[CH:4][CH:3]=1.C(Cl)CCl.C1C=CC2N(O)N=NC=2C=1.CCN(C(C)C)C(C)C.Cl.[NH2:35][C@H:36]([CH:55]([CH3:57])[CH3:56])[C:37]([N:39]1[CH2:44][CH2:43][C@@:42]([C:46]2[CH:51]=[CH:50][C:49]([Cl:52])=[CH:48][CH:47]=2)([OH:45])[C:41]([CH3:54])([CH3:53])[CH2:40]1)=[O:38]. Product: [NH2:1][C:2]1[N:7]=[C:6]([C:8]([NH:35][C@H:36]([CH:55]([CH3:57])[CH3:56])[C:37]([N:39]2[CH2:44][CH2:43][C@@:42]([C:46]3[CH:47]=[CH:48][C:49]([Cl:52])=[CH:50][CH:51]=3)([OH:45])[C:41]([CH3:53])([CH3:54])[CH2:40]2)=[O:38])=[O:10])[CH:5]=[CH:4][CH:3]=1. The catalyst class is: 3. (2) Reactant: [CH3:1][C:2]1[S:3][C:4]2[CH:9]=[CH:8][N:7]=[CH:6][C:5]=2[N:10]=1.ClC1C=C(C=CC=1)C(OO)=[O:16]. Product: [CH3:1][C:2]1[S:3][C:4]2[CH:9]=[CH:8][N+:7]([O-:16])=[CH:6][C:5]=2[N:10]=1. The catalyst class is: 22. (3) Reactant: [CH2:1]([NH:5][C:6]1[C:7]([CH3:22])=[C:8]([C:12]2[CH:17]=[CH:16][C:15]([C:18]([F:21])([F:20])[F:19])=[CH:14][CH:13]=2)[CH:9]=[CH:10][CH:11]=1)[CH2:2][CH2:3][CH3:4].Cl[S:24]([C:27]1[CH:39]=[CH:38][C:30]([O:31][CH2:32][C:33]([O:35][CH2:36][CH3:37])=[O:34])=[C:29]([CH3:40])[CH:28]=1)(=[O:26])=[O:25].C(N(CC)CC)C. Product: [CH2:1]([N:5]([C:6]1[C:7]([CH3:22])=[C:8]([C:12]2[CH:13]=[CH:14][C:15]([C:18]([F:19])([F:20])[F:21])=[CH:16][CH:17]=2)[CH:9]=[CH:10][CH:11]=1)[S:24]([C:27]1[CH:39]=[CH:38][C:30]([O:31][CH2:32][C:33]([O:35][CH2:36][CH3:37])=[O:34])=[C:29]([CH3:40])[CH:28]=1)(=[O:26])=[O:25])[CH2:2][CH2:3][CH3:4]. The catalyst class is: 2. (4) Reactant: [Cl:1][C:2]1[CH:7]=[CH:6][C:5]([N:8]2[C:14](=[O:15])[CH:13]([CH2:16][C:17]([O:19]C(C)(C)C)=[O:18])[C:12]3=[N:24][N:25]=[C:26]([CH3:27])[N:11]3[C:10]3[CH:28]=[CH:29][CH:30]=[CH:31][C:9]2=3)=[CH:4][CH:3]=1.C(O)(C(F)(F)F)=O. Product: [Cl:1][C:2]1[CH:7]=[CH:6][C:5]([N:8]2[C:14](=[O:15])[CH:13]([CH2:16][C:17]([OH:19])=[O:18])[C:12]3=[N:24][N:25]=[C:26]([CH3:27])[N:11]3[C:10]3[CH:28]=[CH:29][CH:30]=[CH:31][C:9]2=3)=[CH:4][CH:3]=1. The catalyst class is: 2. (5) Reactant: [Cl:1][CH2:2][CH2:3][CH2:4][C:5]([C:19]1[CH:24]=[CH:23][C:22]([F:25])=[CH:21][CH:20]=1)([O:17][CH3:18])[C:6]([NH:8][NH:9]C(OC(C)(C)C)=O)=[O:7]. Product: [ClH:1].[Cl:1][CH2:2][CH2:3][CH2:4][C:5]([C:19]1[CH:24]=[CH:23][C:22]([F:25])=[CH:21][CH:20]=1)([O:17][CH3:18])[C:6]([NH:8][NH2:9])=[O:7]. The catalyst class is: 89. (6) Reactant: [CH3:1][C:2]1[CH:3]=[C:4]([CH:30]=[C:31]([CH3:33])[CH:32]=1)[O:5][C:6]1[CH:11]=[CH:10][C:9]([O:12]C)=[CH:8][C:7]=1[S:14]([N:17]1[CH2:22][CH2:21][N:20](C(OC(C)(C)C)=O)[CH2:19][CH2:18]1)(=[O:16])=[O:15].[ClH:34]. Product: [ClH:34].[CH3:33][C:31]1[CH:30]=[C:4]([CH:3]=[C:2]([CH3:1])[CH:32]=1)[O:5][C:6]1[CH:11]=[CH:10][C:9]([OH:12])=[CH:8][C:7]=1[S:14]([N:17]1[CH2:22][CH2:21][NH:20][CH2:19][CH2:18]1)(=[O:15])=[O:16]. The catalyst class is: 135.